From a dataset of Reaction yield outcomes from USPTO patents with 853,638 reactions. Predict the reaction yield, written as a fraction of the theoretical maximum amount of product (1.0 means a 100% yield; for example, 0.34 means a 34% yield). (1) The reactants are [Cl:1][C:2]1[N:7]=[N:6][C:5]([C:8]([OH:10])=O)=[CH:4][CH:3]=1.C(N(C(C)C)CC)(C)C.O.O[N:22]1[C:26]2[CH:27]=[CH:28][CH:29]=[CH:30]C=2N=N1.CN(C)CCCN=C=NCC.C1(CCN)CC1. The catalyst is ClCCl. The product is [CH:28]1([CH2:27][CH2:26][NH:22][C:8]([C:5]2[N:6]=[N:7][C:2]([Cl:1])=[CH:3][CH:4]=2)=[O:10])[CH2:29][CH2:30]1. The yield is 0.550. (2) The reactants are Cl.[Cl:2][C:3]1[CH:4]=[C:5]([N:9]2[C:13]([CH2:14][NH2:15])=[CH:12][C:11]([C:16]([F:19])([F:18])[F:17])=[N:10]2)[CH:6]=[CH:7][CH:8]=1.[OH:20][CH2:21][C:22]([C:26]1[CH:31]=[CH:30][C:29]([NH:32][C:33](=O)[O:34]C2C=CC=CC=2)=[CH:28][C:27]=1[F:42])([CH3:25])[CH2:23][OH:24]. The catalyst is CN(C=O)C. The product is [Cl:2][C:3]1[CH:4]=[C:5]([N:9]2[C:13]([CH2:14][NH:15][C:33]([NH:32][C:29]3[CH:30]=[CH:31][C:26]([C:22]([CH3:25])([CH2:21][OH:20])[CH2:23][OH:24])=[C:27]([F:42])[CH:28]=3)=[O:34])=[CH:12][C:11]([C:16]([F:17])([F:18])[F:19])=[N:10]2)[CH:6]=[CH:7][CH:8]=1. The yield is 0.540. (3) The reactants are [C:1]1([S:7]([C:10]([CH:19]2[CH2:31][C:22]3[NH:23][C:24]4[CH:25]=[CH:26][C:27]([Cl:30])=[CH:28][C:29]=4[C:21]=3[CH2:20]2)([F:18])[C:11]2[O:15][N:14]=[C:13]([CH2:16][NH2:17])[N:12]=2)(=[O:9])=[O:8])[CH:6]=[CH:5][CH:4]=[CH:3][CH:2]=1.CCN(C(C)C)C(C)C.[C:41](Cl)(=[O:48])[C:42]1[CH:47]=[CH:46][CH:45]=[CH:44][CH:43]=1. The catalyst is C1COCC1. The product is [C:1]1([S:7]([C:10]([CH:19]2[CH2:31][C:22]3[NH:23][C:24]4[CH:25]=[CH:26][C:27]([Cl:30])=[CH:28][C:29]=4[C:21]=3[CH2:20]2)([F:18])[C:11]2[O:15][N:14]=[C:13]([CH2:16][NH:17][C:41](=[O:48])[C:42]3[CH:47]=[CH:46][CH:45]=[CH:44][CH:43]=3)[N:12]=2)(=[O:9])=[O:8])[CH:2]=[CH:3][CH:4]=[CH:5][CH:6]=1. The yield is 0.510.